Dataset: Peptide-MHC class II binding affinity with 134,281 pairs from IEDB. Task: Regression. Given a peptide amino acid sequence and an MHC pseudo amino acid sequence, predict their binding affinity value. This is MHC class II binding data. The peptide sequence is AAATATATAAVGAAT. The MHC is HLA-DPA10103-DPB10401 with pseudo-sequence HLA-DPA10103-DPB10401. The binding affinity (normalized) is 0.112.